From a dataset of Catalyst prediction with 721,799 reactions and 888 catalyst types from USPTO. Predict which catalyst facilitates the given reaction. Reactant: FC(F)(F)[C:3]([OH:5])=[O:4].[NH:8]1[CH2:13][CH2:12][CH2:11][CH:10]([C:14]2[CH:22]=[CH:21][C:17](C(O)=O)=[CH:16][CH:15]=2)[CH2:9]1.[C:23]([BH3-])#N.[Na+].C=O.C(O)(=O)C. Product: [CH3:23][N:8]1[CH2:13][CH2:12][CH2:11][CH:10]([C:14]2([CH:15]=[CH:16][CH:17]=[CH:21][CH2:22]2)[C:3]([OH:5])=[O:4])[CH2:9]1. The catalyst class is: 5.